Dataset: Reaction yield outcomes from USPTO patents with 853,638 reactions. Task: Predict the reaction yield, written as a fraction of the theoretical maximum amount of product (1.0 means a 100% yield; for example, 0.34 means a 34% yield). The reactants are CCCCCC.C([Li])CCC.Br[C:13]1[CH:18]=[CH:17][C:16]([O:19][CH2:20][CH3:21])=[CH:15][CH:14]=1.[CH2:22]([O:29][C:30]1[CH:37]=[CH:36][C:33]([CH:34]=[O:35])=[CH:32][C:31]=1[Br:38])[C:23]1[CH:28]=[CH:27][CH:26]=[CH:25][CH:24]=1.[Cl-].[NH4+]. The catalyst is O1CCCC1. The product is [CH2:22]([O:29][C:30]1[CH:37]=[CH:36][C:33]([CH:34]([C:13]2[CH:18]=[CH:17][C:16]([O:19][CH2:20][CH3:21])=[CH:15][CH:14]=2)[OH:35])=[CH:32][C:31]=1[Br:38])[C:23]1[CH:24]=[CH:25][CH:26]=[CH:27][CH:28]=1. The yield is 0.860.